This data is from Catalyst prediction with 721,799 reactions and 888 catalyst types from USPTO. The task is: Predict which catalyst facilitates the given reaction. (1) Reactant: [CH2:1]([NH2:4])[CH2:2][NH2:3].[N:5]1[C:12]([NH2:13])=[N:11][C:9]([NH2:10])=[N:8][C:6]=1[NH2:7].[P:14](=[O:18])([OH:17])([OH:16])[OH:15]. Product: [P:14]([OH:18])([OH:17])([OH:16])=[O:15].[CH2:1]([NH2:4])[CH2:2][NH2:3].[P:14]([OH:18])([OH:17])([OH:16])=[O:15].[N:5]1[C:12]([NH2:13])=[N:11][C:9]([NH2:10])=[N:8][C:6]=1[NH2:7]. The catalyst class is: 6. (2) Reactant: [CH3:1][C:2]([Si:5]([O:8][CH2:9][CH2:10][O:11][C:12]1[CH:17]=[CH:16][C:15]([N+:18]([O-])=O)=[CH:14][C:13]=1[F:21])([CH3:7])[CH3:6])([CH3:4])[CH3:3]. Product: [CH3:4][C:2]([Si:5]([CH3:7])([CH3:6])[O:8][CH2:9][CH2:10][O:11][C:12]1[CH:17]=[CH:16][C:15]([NH2:18])=[CH:14][C:13]=1[F:21])([CH3:1])[CH3:3]. The catalyst class is: 350. (3) Reactant: [Cl:1][C:2]1[C:7]([O:8][CH3:9])=[CH:6][C:5]([CH2:10]O)=[C:4]([O:12][CH3:13])[CH:3]=1.[BrH:14]. Product: [Br:14][CH2:10][C:5]1[CH:6]=[C:7]([O:8][CH3:9])[C:2]([Cl:1])=[CH:3][C:4]=1[O:12][CH3:13]. The catalyst class is: 2.